Dataset: Forward reaction prediction with 1.9M reactions from USPTO patents (1976-2016). Task: Predict the product of the given reaction. (1) Given the reactants [C:1]([NH:9][C@H:10]1[CH2:15][CH2:14][CH2:13][CH2:12][C@H:11]1[C:16]([OH:18])=[O:17])(=[O:8])[C:2]1[CH:7]=[CH:6][CH:5]=[CH:4][CH:3]=1.Cl.[CH3:20]N(C)CCCN=C=NCC.C[O-].[Na+].Cl, predict the reaction product. The product is: [C:1]([NH:9][C@H:10]1[CH2:15][CH2:14][CH2:13][CH2:12][C@@H:11]1[C:16]([O:18][CH3:20])=[O:17])(=[O:8])[C:2]1[CH:3]=[CH:4][CH:5]=[CH:6][CH:7]=1. (2) Given the reactants [C:1]([O:5][C:6](=[O:34])[NH:7][C:8]([C:10]1[S:11][C:12]([S:32][CH3:33])=[C:13]([S:15]([C:18]2[CH:19]=[C:20]([C:24]3[C:29]([CH3:30])=[CH:28][CH:27]=[CH:26][C:25]=3[NH2:31])[CH:21]=[CH:22][CH:23]=2)(=[O:17])=[O:16])[CH:14]=1)=[NH:9])([CH3:4])([CH3:3])[CH3:2].Cl[C:36](OC1C=CC([N+]([O-])=O)=CC=1)=[O:37].N1C=CC=CC=1.C([O:56][P:57]([CH2:62][CH2:63][CH2:64][CH2:65][CH2:66][NH2:67])(=[O:61])[O:58]CC)C.C(N(CC)CC)C, predict the reaction product. The product is: [C:1]([O:5][C:6]([NH:7][C:8](=[NH:9])[C:10]1[S:11][C:12]([S:32][CH3:33])=[C:13]([S:15]([C:18]2[CH:19]=[C:20]([C:24]3[C:29]([CH3:30])=[CH:28][CH:27]=[CH:26][C:25]=3[NH:31][C:36](=[O:37])[NH:67][CH2:66][CH2:65][CH2:64][CH2:63][CH2:62][P:57](=[O:61])([OH:56])[OH:58])[CH:21]=[CH:22][CH:23]=2)(=[O:17])=[O:16])[CH:14]=1)=[O:34])([CH3:4])([CH3:3])[CH3:2]. (3) Given the reactants [C:1]([NH:4][C@H:5]([CH2:11][C:12]1[CH:17]=[CH:16][CH:15]=[C:14]([N+:18]([O-:20])=[O:19])[CH:13]=1)[C:6](OCC)=[O:7])(=[O:3])[CH3:2].[BH4-].[Na+], predict the reaction product. The product is: [OH:7][CH2:6][C@H:5]([NH:4][C:1](=[O:3])[CH3:2])[CH2:11][C:12]1[CH:17]=[CH:16][CH:15]=[C:14]([N+:18]([O-:20])=[O:19])[CH:13]=1. (4) Given the reactants [OH:1][C:2]1[C:11]2[C:6](=[N:7][C:8]([C:12]([F:15])([F:14])[F:13])=[CH:9][CH:10]=2)[N:5]=[CH:4][C:3]=1C(O)=O, predict the reaction product. The product is: [F:15][C:12]([F:13])([F:14])[C:8]1[N:7]=[C:6]2[C:11]([C:2]([OH:1])=[CH:3][CH:4]=[N:5]2)=[CH:10][CH:9]=1. (5) Given the reactants [F:1][C:2]1[CH:10]=[CH:9][C:8]([C:11]2[CH:16]=[CH:15][CH:14]=[C:13]([F:17])[CH:12]=2)=[CH:7][C:3]=1[C:4]([OH:6])=O.[CH3:18][O:19][C:20]1[CH:21]=[C:22]([CH:24]=[CH:25][CH:26]=1)[NH2:23].C([O-])([O-])=O.[K+].[K+], predict the reaction product. The product is: [F:1][C:2]1[CH:10]=[CH:9][C:8]([C:11]2[CH:16]=[CH:15][CH:14]=[C:13]([F:17])[CH:12]=2)=[CH:7][C:3]=1[C:4]([NH:23][C:22]1[CH:24]=[CH:25][CH:26]=[C:20]([O:19][CH3:18])[CH:21]=1)=[O:6]. (6) Given the reactants [SH:1][C:2]1[CH:3]=[CH:4][C:5]2[O:9][C:8]([CH:10]([NH:12][C:13](=[O:15])[CH3:14])[CH3:11])=[CH:7][C:6]=2[CH:16]=1.BrC1C=CC2OC(C(NC(=O)C)C)=CC=2C=1.[CH2:33]([O:35][C:36]1[CH:43]=[CH:42][C:39]([CH2:40]Cl)=[CH:38][CH:37]=1)[CH3:34].C(=O)([O-])[O-].[K+].[K+], predict the reaction product. The product is: [CH2:33]([O:35][C:36]1[CH:43]=[CH:42][C:39]([CH2:40][S:1][C:2]2[CH:3]=[CH:4][C:5]3[O:9][C:8]([CH:10]([NH:12][C:13](=[O:15])[CH3:14])[CH3:11])=[CH:7][C:6]=3[CH:16]=2)=[CH:38][CH:37]=1)[CH3:34].